Dataset: Reaction yield outcomes from USPTO patents with 853,638 reactions. Task: Predict the reaction yield, written as a fraction of the theoretical maximum amount of product (1.0 means a 100% yield; for example, 0.34 means a 34% yield). (1) The reactants are C([O:9][CH2:10][C:11]1([C:19]([O:21]CC)=[O:20])[CH2:16][CH2:15][C:14]([F:18])([F:17])[CH2:13][O:12]1)(=O)C1C=CC=CC=1.O.[OH-].[Li+]. The catalyst is C1COCC1.CO.O. The product is [F:18][C:14]1([F:17])[CH2:13][O:12][C:11]([CH2:10][OH:9])([C:19]([OH:21])=[O:20])[CH2:16][CH2:15]1. The yield is 0.650. (2) The yield is 0.990. The catalyst is CN(C=O)C.CCOC(C)=O. The reactants are [N:1]1([CH2:7][C:8]2[CH:13]=[CH:12][C:11]([N:14]3[CH2:19][CH2:18][CH:17]([C:20]4[CH:28]=[CH:27][C:23]([C:24]([OH:26])=O)=[CH:22][CH:21]=4)[CH2:16][CH2:15]3)=[CH:10][CH:9]=2)[CH2:6][CH2:5][O:4][CH2:3][CH2:2]1.CN(C(ON1N=NC2C=CC=NC1=2)=[N+](C)C)C.F[P-](F)(F)(F)(F)F.CCN(C(C)C)C(C)C.[NH2:62][C@H:63]([C:67]([O:69][CH3:70])=[O:68])[C@@H:64]([CH3:66])[OH:65].Cl. The product is [CH3:70][O:69][C:67](=[O:68])[C@@H:63]([NH:62][C:24](=[O:26])[C:23]1[CH:27]=[CH:28][C:20]([CH:17]2[CH2:18][CH2:19][N:14]([C:11]3[CH:12]=[CH:13][C:8]([CH2:7][N:1]4[CH2:2][CH2:3][O:4][CH2:5][CH2:6]4)=[CH:9][CH:10]=3)[CH2:15][CH2:16]2)=[CH:21][CH:22]=1)[C@H:64]([OH:65])[CH3:66]. (3) The reactants are CC1(C)C(C)(C)OB([C:9]2[CH:17]=[CH:16][CH:15]=[C:14]3[C:10]=2[CH:11]=[CH:12][NH:13]3)O1.Br[C:20]1[CH:21]=[C:22]([CH2:26][C:27]([OH:29])=[O:28])[CH:23]=[CH:24][CH:25]=1.[OH-].[Na+]. The catalyst is C1COCC1.[Pd].C(OCC)(=O)C. The product is [NH:13]1[C:14]2[C:10](=[C:9]([C:20]3[CH:21]=[C:22]([CH2:26][C:27]([OH:29])=[O:28])[CH:23]=[CH:24][CH:25]=3)[CH:17]=[CH:16][CH:15]=2)[CH:11]=[CH:12]1. The yield is 0.840. (4) The reactants are COC1C=C(OC)C=CC=1C[N:6]1[C:11](=[O:12])[C:10]2[CH:13]=[C:14]([CH2:16][C:17]([F:20])([F:19])[F:18])[S:15][C:9]=2[N:8]([CH2:21][C:22]2[C:27]([F:28])=[CH:26][C:25]([C:29]3[C:30]([C:35]#[N:36])=[CH:31][CH:32]=[CH:33][CH:34]=3)=[CH:24][C:23]=2[F:37])[C:7]1=[O:38].FC(F)(F)C(O)=O. The catalyst is C1(C)C=CC=CC=1. The product is [O:38]=[C:7]1[N:8]([CH2:21][C:22]2[C:27]([F:28])=[CH:26][C:25]([C:29]3[C:30]([C:35]#[N:36])=[CH:31][CH:32]=[CH:33][CH:34]=3)=[CH:24][C:23]=2[F:37])[C:9]2[S:15][C:14]([CH2:16][C:17]([F:20])([F:19])[F:18])=[CH:13][C:10]=2[C:11](=[O:12])[NH:6]1. The yield is 1.00. (5) The reactants are [C:1]([O:5][C:6](=[O:22])[NH:7][CH2:8][CH2:9][O:10][N:11]1C(=O)C2C(=CC=CC=2)C1=O)([CH3:4])([CH3:3])[CH3:2].CNN. The catalyst is C(Cl)Cl. The yield is 1.02. The product is [C:1]([O:5][C:6](=[O:22])[NH:7][CH2:8][CH2:9][O:10][NH2:11])([CH3:4])([CH3:2])[CH3:3]. (6) The product is [ClH:30].[ClH:54].[Cl:30][C:31]1[CH:36]=[C:35]([C:2]2[CH:3]=[C:4]3[C:9](=[CH:10][CH:11]=2)[N:8]=[CH:7][C:6]([C:12]([CH:14]2[CH2:15][CH2:16]2)=[O:13])=[C:5]3[NH:17][C@H:18]2[CH2:23][CH2:22][C@H:21]([CH2:24][N:25]3[CH2:29][CH2:28][CH2:27][CH2:26]3)[CH2:20][CH2:19]2)[CH:34]=[C:33]([F:46])[C:32]=1[OH:47]. The catalyst is O1CCOCC1.C1C=CC(P(C2C=CC=CC=2)[C-]2C=CC=C2)=CC=1.C1C=CC(P(C2C=CC=CC=2)[C-]2C=CC=C2)=CC=1.Cl[Pd]Cl.[Fe+2]. The yield is 0.550. The reactants are Br[C:2]1[CH:3]=[C:4]2[C:9](=[CH:10][CH:11]=1)[N:8]=[CH:7][C:6]([C:12]([CH:14]1[CH2:16][CH2:15]1)=[O:13])=[C:5]2[NH:17][C@H:18]1[CH2:23][CH2:22][C@H:21]([CH2:24][N:25]2[CH2:29][CH2:28][CH2:27][CH2:26]2)[CH2:20][CH2:19]1.[Cl:30][C:31]1[CH:36]=[C:35](B2OC(C)(C)C(C)(C)O2)[CH:34]=[C:33]([F:46])[C:32]=1[OH:47].C([O-])([O-])=O.[Cs+].[Cs+].[ClH:54]. (7) The reactants are [Br:1][C:2]1[CH:8]=[CH:7][C:5]([NH2:6])=[CH:4][CH:3]=1.[CH3:9][CH:10]([S:12](Cl)(=[O:14])=[O:13])[CH3:11]. The catalyst is C(Cl)Cl. The product is [Br:1][C:2]1[CH:8]=[CH:7][C:5]([NH:6][S:12]([CH:10]([CH3:11])[CH3:9])(=[O:14])=[O:13])=[CH:4][CH:3]=1. The yield is 0.179.